Dataset: Full USPTO retrosynthesis dataset with 1.9M reactions from patents (1976-2016). Task: Predict the reactants needed to synthesize the given product. (1) Given the product [CH2:1]([NH:3][S:4]([C:7]1[C:12]([Cl:13])=[CH:11][CH:10]=[C:9]([N+:14]([O-:16])=[O:15])[C:8]=1[OH:20])(=[O:6])=[O:5])[CH3:2], predict the reactants needed to synthesize it. The reactants are: [CH2:1]([NH:3][S:4]([C:7]1[C:12]([Cl:13])=[CH:11][CH:10]=[C:9]([N+:14]([O-:16])=[O:15])[C:8]=1Cl)(=[O:6])=[O:5])[CH3:2].[H-].[Na+].[OH2:20]. (2) The reactants are: [B:1](OC(C)C)([O:6]C(C)C)[O:2]C(C)C.[CH2:14]([O:21][C:22]1[CH:27]=[CH:26][C:25](Br)=[C:24]([CH:29]=[CH2:30])[CH:23]=1)[C:15]1[CH:20]=[CH:19][CH:18]=[CH:17][CH:16]=1.C([Li])CCC.Cl. Given the product [CH2:14]([O:21][C:22]1[CH:27]=[CH:26][C:25]([B:1]([OH:6])[OH:2])=[C:24]([CH:29]=[CH2:30])[CH:23]=1)[C:15]1[CH:20]=[CH:19][CH:18]=[CH:17][CH:16]=1, predict the reactants needed to synthesize it. (3) Given the product [C:14]([C:18]1[CH:23]=[CH:22][C:21]([S:24]([NH:27][C:28]2[CH:33]=[C:32]([F:34])[C:31]([Cl:35])=[CH:30][C:29]=2[C:36]([NH:38][NH:39][C:5](=[O:7])[CH2:4][CH2:3][S:2][CH3:1])=[O:37])(=[O:25])=[O:26])=[CH:20][CH:19]=1)([CH3:17])([CH3:15])[CH3:16], predict the reactants needed to synthesize it. The reactants are: [CH3:1][S:2][CH2:3][CH2:4][C:5]([OH:7])=O.C(Cl)(=O)C(Cl)=O.[C:14]([C:18]1[CH:23]=[CH:22][C:21]([S:24]([NH:27][C:28]2[CH:33]=[C:32]([F:34])[C:31]([Cl:35])=[CH:30][C:29]=2[C:36]([NH:38][NH2:39])=[O:37])(=[O:26])=[O:25])=[CH:20][CH:19]=1)([CH3:17])([CH3:16])[CH3:15].CCN(CC)CC. (4) Given the product [C:35]1([C:33]2[CH:32]=[CH:31][C:23]([C:24]([O:26][C:27]([CH3:30])([CH3:28])[CH3:29])=[O:25])=[C:22]([NH:21][C:16](=[O:18])[C:15]3[CH:14]=[CH:13][C:12]([N:7]4[CH:8]=[CH:9][CH:10]=[CH:11]4)=[CH:20][CH:19]=3)[CH:34]=2)[CH:36]=[CH:37][CH:38]=[CH:39][CH:40]=1, predict the reactants needed to synthesize it. The reactants are: C(Cl)(=O)C(Cl)=O.[N:7]1([C:12]2[CH:20]=[CH:19][C:15]([C:16]([OH:18])=O)=[CH:14][CH:13]=2)[CH:11]=[CH:10][CH:9]=[CH:8]1.[NH2:21][C:22]1[CH:34]=[C:33]([C:35]2[CH:40]=[CH:39][CH:38]=[CH:37][CH:36]=2)[CH:32]=[CH:31][C:23]=1[C:24]([O:26][C:27]([CH3:30])([CH3:29])[CH3:28])=[O:25].Cl. (5) Given the product [F:24][C:23]([F:25])([F:26])[C:20]1[O:19][C:18]([CH2:17][N:10]2[C:11]3[C:16](=[CH:15][CH:14]=[CH:13][CH:12]=3)[C:8]3([C:7]4[N:6]=[C:5]5[O:30][CH2:31][O:32][C:4]5=[CH:3][C:2]=4[O:1][CH2:28]3)[C:9]2=[O:27])=[CH:22][CH:21]=1, predict the reactants needed to synthesize it. The reactants are: [OH:1][C:2]1[CH:3]=[C:4]2[O:32][CH2:31][O:30][C:5]2=[N:6][C:7]=1[C:8]1([CH2:28]O)[C:16]2[C:11](=[CH:12][CH:13]=[CH:14][CH:15]=2)[N:10]([CH2:17][C:18]2[O:19][C:20]([C:23]([F:26])([F:25])[F:24])=[CH:21][CH:22]=2)[C:9]1=[O:27].C1(P(C2C=CC=CC=2)C2C=CC=CC=2)C=CC=CC=1.N(C(OCC)=O)=NC(OCC)=O. (6) Given the product [CH:21]1[CH:22]=[CH:23][C:18]2[S:17][C:16]3[CH:24]=[CH:25][CH:26]=[CH:27][C:15]=3[N:14]=[C:13]([N:7]3[CH2:8][CH2:9][N:10]([CH2:35][CH2:36][O:37][CH2:38][CH2:39][OH:40])[CH2:11][CH2:12]3)[C:19]=2[CH:20]=1.[CH:3](/[C:4]([OH:5])=[O:37])=[CH:2]\[C:28]([OH:31])=[O:30], predict the reactants needed to synthesize it. The reactants are: C[CH2:2][CH2:3][CH2:4][OH:5].Cl.[N:7]1([C:13]2[C:19]3[CH:20]=[CH:21][CH:22]=[CH:23][C:18]=3[S:17][C:16]3[CH:24]=[CH:25][CH:26]=[CH:27][C:15]=3[N:14]=2)[CH2:12][CH2:11][NH:10][CH2:9][CH2:8]1.[C:28]([O-:31])([O-:30])=O.[Na+].[Na+].Cl[CH2:35][CH2:36][O:37][CH2:38][CH2:39][OH:40]. (7) Given the product [Cl:27][CH2:28][CH2:29][CH2:30][CH2:31][CH:11]([C:8]1[CH:7]=[CH:6][C:5]([O:4][CH2:3][C:2]([F:15])([F:16])[F:1])=[CH:10][CH:9]=1)[C:12]([OH:14])=[O:13], predict the reactants needed to synthesize it. The reactants are: [F:1][C:2]([F:16])([F:15])[CH2:3][O:4][C:5]1[CH:10]=[CH:9][C:8]([CH2:11][C:12]([OH:14])=[O:13])=[CH:7][CH:6]=1.C[Si]([N-][Si](C)(C)C)(C)C.[Na+].[Cl:27][CH2:28][CH2:29][CH2:30][CH2:31]I. (8) Given the product [N:11]12[CH2:16][CH2:15][CH:14]([CH2:13][CH2:12]1)[C@@H:9]([O:8][C:5]1[N:6]=[N:7][C:2]([C:25]3[CH:26]=[CH:27][C:28]4[NH:29][C:30]5[C:35]([C:36]=4[CH:37]=3)=[CH:34][CH:33]=[CH:32][CH:31]=5)=[CH:3][CH:4]=1)[CH2:10]2, predict the reactants needed to synthesize it. The reactants are: Cl[C:2]1[N:7]=[N:6][C:5]([O:8][C@@H:9]2[CH:14]3[CH2:15][CH2:16][N:11]([CH2:12][CH2:13]3)[CH2:10]2)=[CH:4][CH:3]=1.CC1(C)C(C)(C)OB([C:25]2[CH:26]=[CH:27][C:28]3[NH:29][C:30]4[C:35]([C:36]=3[CH:37]=2)=[CH:34][CH:33]=[CH:32][CH:31]=4)O1.C1(C2C=CC=CC=2)C=CC=CC=1. (9) Given the product [N+:70]([O:69][C@@H:63]([CH2:62][O:61][N+:59]([O-:73])=[O:60])[CH2:64][CH2:65][CH2:66][CH2:67][O:49][C:48]([C@@H:46]1[CH2:47][C@H:45]1[CH2:44][O:43][C:42]1[CH:41]=[C:40]([CH:53]=[C:52]([CH2:54][CH2:55][CH2:56][O:57][CH3:58])[CH:51]=1)[CH2:39][N:35]([CH:36]1[CH2:37][CH2:38]1)[C:33]([C@@H:10]1[C@@H:11]([C:14]2[CH:19]=[CH:18][C:17]([O:20][CH2:21][CH2:22][O:23][C:24]3[C:29]([Cl:30])=[CH:28][C:27]([CH3:31])=[CH:26][C:25]=3[Cl:32])=[CH:16][CH:15]=2)[CH2:12][CH2:13][N:8]([C:6]([O:5][C:1]([CH3:2])([CH3:4])[CH3:3])=[O:7])[CH2:9]1)=[O:34])=[O:50])([O-:72])=[O:71], predict the reactants needed to synthesize it. The reactants are: [C:1]([O:5][C:6]([N:8]1[CH2:13][CH2:12][C@H:11]([C:14]2[CH:19]=[CH:18][C:17]([O:20][CH2:21][CH2:22][O:23][C:24]3[C:29]([Cl:30])=[CH:28][C:27]([CH3:31])=[CH:26][C:25]=3[Cl:32])=[CH:16][CH:15]=2)[C@@H:10]([C:33]([N:35]([CH2:39][C:40]2[CH:41]=[C:42]([CH:51]=[C:52]([CH2:54][CH2:55][CH2:56][O:57][CH3:58])[CH:53]=2)[O:43][CH2:44][C@@H:45]2[CH2:47][C@H:46]2[C:48]([OH:50])=[O:49])[CH:36]2[CH2:38][CH2:37]2)=[O:34])[CH2:9]1)=[O:7])([CH3:4])([CH3:3])[CH3:2].[N+:59]([O-:73])([O:61][CH2:62][C@H:63]([O:69][N+:70]([O-:72])=[O:71])[CH2:64][CH2:65][CH2:66][CH2:67]O)=[O:60].Cl.CN(C)CCCN=C=NCC. (10) Given the product [C:1]([NH:17][NH2:18])(=[S:9])[C:2]1[CH:7]=[CH:6][CH:5]=[CH:4][CH:3]=1, predict the reactants needed to synthesize it. The reactants are: [C:1]([S:9]CC(O)=O)(=S)[C:2]1[CH:7]=[CH:6][CH:5]=[CH:4][CH:3]=1.[OH-].[Na+].O.[NH2:17][NH2:18].